From a dataset of Reaction yield outcomes from USPTO patents with 853,638 reactions. Predict the reaction yield, written as a fraction of the theoretical maximum amount of product (1.0 means a 100% yield; for example, 0.34 means a 34% yield). (1) The reactants are [H-].[Na+].[CH3:3][O:4][C:5]([C:7]1[C:15]2[C:10](=[N:11][CH:12]=[C:13]([Cl:16])[CH:14]=2)[N:9]([S:17]([C:20]2[CH:25]=[CH:24][CH:23]=[CH:22][CH:21]=2)(=[O:19])=[O:18])[C:8]=1[CH2:26]Br)=[O:6].[C:28]([CH2:30][NH:31][S:32]([C:35]1[CH:40]=[CH:39][C:38]([CH3:41])=[CH:37][CH:36]=1)(=[O:34])=[O:33])#[N:29].Cl. The catalyst is CN(C=O)C. The product is [CH3:3][O:4][C:5]([C:7]1[C:15]2[C:10](=[N:11][CH:12]=[C:13]([Cl:16])[CH:14]=2)[N:9]([S:17]([C:20]2[CH:25]=[CH:24][CH:23]=[CH:22][CH:21]=2)(=[O:19])=[O:18])[C:8]=1[CH2:26][N:31]([CH2:30][C:28]#[N:29])[S:32]([C:35]1[CH:36]=[CH:37][C:38]([CH3:41])=[CH:39][CH:40]=1)(=[O:34])=[O:33])=[O:6]. The yield is 0.750. (2) The reactants are C(=O)([O-])[O-].[K+].[K+].[NH:7]1[CH2:11][CH2:10][CH2:9][CH2:8]1.[I-].[K+].[Cl:14][C:15]1[CH:32]=[CH:31][C:18]([CH2:19][N:20]2[C:24]3[CH:25]=[CH:26][CH:27]=[CH:28][C:23]=3[N:22]=[C:21]2[CH2:29]Cl)=[CH:17][CH:16]=1. The catalyst is C(#N)C. The product is [Cl:14][C:15]1[CH:32]=[CH:31][C:18]([CH2:19][N:20]2[C:24]3[CH:25]=[CH:26][CH:27]=[CH:28][C:23]=3[N:22]=[C:21]2[CH2:29][N:7]2[CH2:11][CH2:10][CH2:9][CH2:8]2)=[CH:17][CH:16]=1. The yield is 0.490. (3) The reactants are [C:1]([O:5][C:6]([NH:8][C:9]1[CH:14]=[C:13]([CH2:15][C:16]([C:18]2[CH:23]=[CH:22][C:21]([O:24][CH3:25])=[CH:20][CH:19]=2)=[O:17])[CH:12]=[CH:11][N:10]=1)=[O:7])([CH3:4])([CH3:3])[CH3:2].[Br:26]Br. The catalyst is C(O)(=O)C. The product is [BrH:26].[Br:26][CH:15]([C:13]1[CH:12]=[CH:11][N:10]=[C:9]([NH:8][C:6]([O:5][C:1]([CH3:3])([CH3:4])[CH3:2])=[O:7])[CH:14]=1)[C:16]([C:18]1[CH:19]=[CH:20][C:21]([O:24][CH3:25])=[CH:22][CH:23]=1)=[O:17]. The yield is 0.820. (4) The yield is 0.280. The catalyst is C(O)(=O)C. The reactants are [CH3:1][O:2][C:3]1[C:11]([O:12][CH3:13])=[C:10]([O:14][CH3:15])[CH:9]=[C:8]2[C:4]=1[C:5](=[O:17])C(=O)[NH:7]2.[OH-:18].[Na+].OO.Cl. The product is [NH2:7][C:8]1[C:4]([C:5]([OH:17])=[O:18])=[C:3]([O:2][CH3:1])[C:11]([O:12][CH3:13])=[C:10]([O:14][CH3:15])[CH:9]=1. (5) The reactants are [CH2:1]([O:3][C@@H:4]([CH2:9][C:10]1[CH:15]=[CH:14][C:13]([O:16]CC2C=CC=CC=2)=[CH:12][CH:11]=1)[C:5]([O:7][CH3:8])=[O:6])[CH3:2]. The catalyst is CO.[C].[Pd]. The product is [CH2:1]([O:3][C@@H:4]([CH2:9][C:10]1[CH:15]=[CH:14][C:13]([OH:16])=[CH:12][CH:11]=1)[C:5]([O:7][CH3:8])=[O:6])[CH3:2]. The yield is 0.960. (6) The reactants are [C:1]([O:8][CH3:9])(=[O:7])[CH2:2][CH2:3][C:4]([O-])=[O:5].C1N=CN(C(N2C=NC=C2)=O)C=1.O/[N:23]=[C:24](\[NH2:32])/[CH2:25][C:26]1[CH:31]=[CH:30][CH:29]=[CH:28][CH:27]=1. The catalyst is CN(C=O)C. The product is [CH2:25]([C:24]1[N:32]=[C:4]([CH2:3][CH2:2][C:1]([O:8][CH3:9])=[O:7])[O:5][N:23]=1)[C:26]1[CH:31]=[CH:30][CH:29]=[CH:28][CH:27]=1. The yield is 0.697.